Dataset: Reaction yield outcomes from USPTO patents with 853,638 reactions. Task: Predict the reaction yield, written as a fraction of the theoretical maximum amount of product (1.0 means a 100% yield; for example, 0.34 means a 34% yield). (1) The reactants are [O:1]1[CH2:5][CH2:4][O:3][CH:2]1[C:6]1[S:10][C:9]([CH2:11][CH3:12])=[C:8]([C:13](OCC)=[O:14])[CH:7]=1.[H-].[Al+3].[Li+].[H-].[H-].[H-].O. The catalyst is O1CCCC1.[O-2].[O-2].[Mn+4]. The product is [O:1]1[CH2:5][CH2:4][O:3][CH:2]1[C:6]1[S:10][C:9]([CH2:11][CH3:12])=[C:8]([CH:13]=[O:14])[CH:7]=1. The yield is 0.880. (2) The reactants are [CH:1]1[C:13]2[CH:12]([CH2:14][O:15][C:16]([NH:18][CH2:19][CH2:20][CH2:21][O:22][C:23]3[CH:30]=[CH:29][C:26]([CH2:27][OH:28])=[CH:25][CH:24]=3)=[O:17])[C:11]3[C:6](=[CH:7][CH:8]=[CH:9][CH:10]=3)[C:5]=2[CH:4]=[CH:3][CH:2]=1. The catalyst is C1COCC1.O=[Mn]=O. The product is [CH:10]1[C:11]2[CH:12]([CH2:14][O:15][C:16]([NH:18][CH2:19][CH2:20][CH2:21][O:22][C:23]3[CH:24]=[CH:25][C:26]([CH:27]=[O:28])=[CH:29][CH:30]=3)=[O:17])[C:13]3[C:5](=[CH:4][CH:3]=[CH:2][CH:1]=3)[C:6]=2[CH:7]=[CH:8][CH:9]=1. The yield is 0.730. (3) The reactants are [Cl:1][C:2]1[N:7]=[CH:6][C:5]([NH:8][C:9]2[C:14]([C:15]3[N:20]=[C:19]([CH3:21])[N:18]=[C:17]([N:22](CC4C=CC(OC)=CC=4)CC4C=CC(OC)=CC=4)[N:16]=3)=[CH:13][C:12]([C@H:41]([N:43]3[CH2:48][CH2:47][N:46]([S:49]([CH3:52])(=[O:51])=[O:50])[CH2:45][CH2:44]3)[CH3:42])=[CH:11][N:10]=2)=[CH:4][C:3]=1[O:53][CH3:54].FC(F)(F)S(O)(=O)=O. The catalyst is C(O)(C(F)(F)F)=O. The product is [Cl:1][C:2]1[N:7]=[CH:6][C:5]([NH:8][C:9]2[C:14]([C:15]3[N:20]=[C:19]([CH3:21])[N:18]=[C:17]([NH2:22])[N:16]=3)=[CH:13][C:12]([C@H:41]([N:43]3[CH2:44][CH2:45][N:46]([S:49]([CH3:52])(=[O:51])=[O:50])[CH2:47][CH2:48]3)[CH3:42])=[CH:11][N:10]=2)=[CH:4][C:3]=1[O:53][CH3:54]. The yield is 0.780. (4) The reactants are [F:1][C:2]1[CH:7]=[CH:6][C:5]([C:8]2[C:9]3[CH:21]=[CH:20][C:19](=[O:22])[N:18]([C:23]4[CH:28]=[CH:27][CH:26]=[CH:25][C:24]=4[CH3:29])[C:10]=3[N:11]=[C:12](S(C)(=O)=O)[N:13]=2)=[C:4]([CH3:30])[CH:3]=1.[CH:31]1([NH2:37])[CH2:36][CH2:35][CH2:34][CH2:33][CH2:32]1. No catalyst specified. The product is [CH:31]1([NH:37][C:12]2[N:13]=[C:8]([C:5]3[CH:6]=[CH:7][C:2]([F:1])=[CH:3][C:4]=3[CH3:30])[C:9]3[CH:21]=[CH:20][C:19](=[O:22])[N:18]([C:23]4[CH:28]=[CH:27][CH:26]=[CH:25][C:24]=4[CH3:29])[C:10]=3[N:11]=2)[CH2:36][CH2:35][CH2:34][CH2:33][CH2:32]1. The yield is 0.480. (5) The reactants are [Br:1][C:2]1[CH:3]=[C:4]([CH2:8][NH:9][CH2:10][CH:11]2[CH2:15][CH2:14][CH2:13][CH2:12]2)[CH:5]=[N:6][CH:7]=1.[CH3:16][C:17]([O:20][C:21](O[C:21]([O:20][C:17]([CH3:19])([CH3:18])[CH3:16])=[O:22])=[O:22])([CH3:19])[CH3:18]. The catalyst is C(Cl)Cl. The product is [Br:1][C:2]1[CH:3]=[C:4]([CH2:8][N:9]([CH2:10][CH:11]2[CH2:15][CH2:14][CH2:13][CH2:12]2)[C:21](=[O:22])[O:20][C:17]([CH3:19])([CH3:18])[CH3:16])[CH:5]=[N:6][CH:7]=1. The yield is 0.919. (6) The reactants are C(OC([N:8]1[CH2:13][CH2:12][CH:11]([S:14]([C:17]2[CH:22]=[CH:21][C:20]([Cl:23])=[CH:19][CH:18]=2)(=[O:16])=[O:15])[CH2:10][CH2:9]1)=O)(C)(C)C.FC(F)(F)C(O)=O. The catalyst is C(Cl)Cl. The product is [Cl:23][C:20]1[CH:19]=[CH:18][C:17]([S:14]([CH:11]2[CH2:12][CH2:13][NH:8][CH2:9][CH2:10]2)(=[O:15])=[O:16])=[CH:22][CH:21]=1. The yield is 0.620.